Predict which catalyst facilitates the given reaction. From a dataset of Catalyst prediction with 721,799 reactions and 888 catalyst types from USPTO. (1) Reactant: [NH2:1][CH2:2][CH2:3][O:4][CH2:5][CH2:6][N:7]1[C:19]2[C:18]3[CH:17]=[CH:16][CH:15]=[CH:14][C:13]=3[N:12]=[C:11]([NH2:20])[C:10]=2[N:9]=[C:8]1[CH2:21][CH2:22][O:23][CH3:24].C(N(CC)CC)C.[C:32](Cl)(=[O:48])[CH2:33][CH2:34][CH2:35][CH2:36][CH2:37][CH2:38][CH2:39][CH2:40][CH2:41][CH2:42][CH2:43][CH2:44][CH2:45][CH2:46][CH3:47]. Product: [NH2:20][C:11]1[C:10]2[N:9]=[C:8]([CH2:21][CH2:22][O:23][CH3:24])[N:7]([CH2:6][CH2:5][O:4][CH2:3][CH2:2][NH:1][C:32](=[O:48])[CH2:33][CH2:34][CH2:35][CH2:36][CH2:37][CH2:38][CH2:39][CH2:40][CH2:41][CH2:42][CH2:43][CH2:44][CH2:45][CH2:46][CH3:47])[C:19]=2[C:18]2[CH:17]=[CH:16][CH:15]=[CH:14][C:13]=2[N:12]=1. The catalyst class is: 4. (2) Reactant: [NH2:1][C:2]1[S:6][C:5]2[CH:7]=[C:8]([F:11])[CH:9]=[CH:10][C:4]=2[C:3]=1[C:12]#[N:13].F[C:15]1[CH:20]=[CH:19][CH:18]=[CH:17][C:16]=1[N+:21]([O-:23])=[O:22].[H-].[Na+]. Product: [F:11][C:8]1[CH:9]=[CH:10][C:4]2[C:3]([C:12]#[N:13])=[C:2]([NH:1][C:15]3[CH:20]=[CH:19][CH:18]=[CH:17][C:16]=3[N+:21]([O-:23])=[O:22])[S:6][C:5]=2[CH:7]=1. The catalyst class is: 7. (3) Reactant: C1(C)C=CC=CC=1.C(N)(C)(C)C.[Br:13]Br.[OH:15][C:16]1[CH:17]=[CH:18][C:19]([CH3:26])=[C:20]2[C:25]=1[N:24]=[CH:23][CH:22]=[CH:21]2. Product: [OH:15][C:16]1[C:17]([Br:13])=[CH:18][C:19]([CH3:26])=[C:20]2[C:25]=1[N:24]=[CH:23][CH:22]=[CH:21]2. The catalyst class is: 22. (4) Reactant: [Cl-].[CH2:2]([NH+:9]1[CH2:13][CH:12]([S:14]([C:16]2[CH:21]=[CH:20][CH:19]=[CH:18][CH:17]=2)=[O:15])[C:11]([C:26]2[CH:31]=[C:30]([Cl:32])[CH:29]=[C:28]([Cl:33])[CH:27]=2)([C:22]([F:25])([F:24])[F:23])[CH2:10]1)[C:3]1[CH:8]=[CH:7][CH:6]=[CH:5][CH:4]=1.C(OCC)(=O)C. Product: [CH2:2]([N:9]1[CH2:13][CH:12]([S:14]([C:16]2[CH:17]=[CH:18][CH:19]=[CH:20][CH:21]=2)=[O:15])[C:11]([C:26]2[CH:31]=[C:30]([Cl:32])[CH:29]=[C:28]([Cl:33])[CH:27]=2)([C:22]([F:23])([F:24])[F:25])[CH2:10]1)[C:3]1[CH:8]=[CH:7][CH:6]=[CH:5][CH:4]=1. The catalyst class is: 74. (5) Reactant: [Br:1][C:2]1[CH:7]=[C:6](Br)[C:5]([N+:9]([O-:11])=[O:10])=[CH:4][N:3]=1.[NH2:12][C:13]([CH3:17])([CH3:16])[CH2:14][OH:15]. Product: [Br:1][C:2]1[CH:7]=[C:6]([NH:12][C:13]([CH3:17])([CH3:16])[CH2:14][OH:15])[C:5]([N+:9]([O-:11])=[O:10])=[CH:4][N:3]=1. The catalyst class is: 7.